This data is from Catalyst prediction with 721,799 reactions and 888 catalyst types from USPTO. The task is: Predict which catalyst facilitates the given reaction. (1) Reactant: Cl[C:2]1[CH:3]=[CH:4][C:5]2[N:6]([C:8]([C:11]3[O:19][C:18]4[CH:17]=[CH:16][N:15]=[C:14]([O:20][CH3:21])[C:13]=4[CH:12]=3)=[CH:9][N:10]=2)[N:7]=1.[NH2:22][CH2:23][CH:24]([OH:27])[CH2:25][CH3:26]. Product: [CH3:21][O:20][C:14]1[C:13]2[CH:12]=[C:11]([C:8]3[N:6]4[N:7]=[C:2]([NH:22][CH2:23][CH:24]([OH:27])[CH2:25][CH3:26])[CH:3]=[CH:4][C:5]4=[N:10][CH:9]=3)[O:19][C:18]=2[CH:17]=[CH:16][N:15]=1. The catalyst class is: 51. (2) Reactant: Cl.[C:2]([C:4]1([NH2:8])[CH2:7][CH2:6][CH2:5]1)#[N:3].C(=O)([O-])[O-].[Na+].[Na+].[F:15][C:16]([F:27])([F:26])[C:17]1[CH:25]=[CH:24][CH:23]=[CH:22][C:18]=1[C:19](Cl)=[O:20].Cl. Product: [C:2]([C:4]1([NH:8][C:19](=[O:20])[C:18]2[CH:22]=[CH:23][CH:24]=[CH:25][C:17]=2[C:16]([F:15])([F:26])[F:27])[CH2:7][CH2:6][CH2:5]1)#[N:3]. The catalyst class is: 69. (3) Reactant: [CH2:1]([O:5][C@H:6]1[C@@H:11]([NH:12][C:13]([C:15]2[NH:16][C:17]([CH2:21][CH3:22])=[C:18]([Cl:20])[N:19]=2)=[O:14])[CH2:10][CH2:9][N:8]([C:23]2[S:24][C:25]([C:29]([O:31]CC)=[O:30])=[C:26]([CH3:28])[N:27]=2)[CH2:7]1)[CH2:2][CH2:3][CH3:4].[OH-].[Li+].CO. Product: [CH2:1]([O:5][C@H:6]1[C@@H:11]([NH:12][C:13]([C:15]2[NH:16][C:17]([CH2:21][CH3:22])=[C:18]([Cl:20])[N:19]=2)=[O:14])[CH2:10][CH2:9][N:8]([C:23]2[S:24][C:25]([C:29]([OH:31])=[O:30])=[C:26]([CH3:28])[N:27]=2)[CH2:7]1)[CH2:2][CH2:3][CH3:4]. The catalyst class is: 1.